From a dataset of Catalyst prediction with 721,799 reactions and 888 catalyst types from USPTO. Predict which catalyst facilitates the given reaction. (1) Reactant: [CH3:1][CH2:2][CH2:3][C@H:4]([NH:10][C@H:11]([C:13]([N:15]1[C@H:23]([C:24]([OH:26])=[O:25])[CH2:22][C@H:21]2[C@@H:16]1[CH2:17][CH2:18][CH2:19][CH2:20]2)=[O:14])[CH3:12])[C:5]([O:7][CH2:8][CH3:9])=[O:6].C(#N)C.C(OCC)(=O)C.[C:36]([NH2:40])([CH3:39])([CH3:38])[CH3:37]. Product: [CH3:1][CH2:2][CH2:3][C@H:4]([NH:10][C@H:11]([C:13]([N:15]1[C@H:23]([C:24]([OH:26])=[O:25])[CH2:22][C@H:21]2[C@@H:16]1[CH2:17][CH2:18][CH2:19][CH2:20]2)=[O:14])[CH3:12])[C:5]([O:7][CH2:8][CH3:9])=[O:6].[CH3:37][C:36]([NH2:40])([CH3:39])[CH3:38]. The catalyst class is: 12. (2) Reactant: [S:1]1[CH:5]=[CH:4][C:3]2[C:6]([C:10]3[CH:11]=[C:12]([NH:26][C:27]4[CH:28]=[N:29][CH:30]=[CH:31][CH:32]=4)[CH:13]=[C:14]([O:16]CC4C=CC(OC)=CC=4)[CH:15]=3)=[CH:7][CH:8]=[CH:9][C:2]1=2.C1(SC)C=CC=CC=1.FC(F)(F)C(O)=O. Product: [S:1]1[CH:5]=[CH:4][C:3]2[C:6]([C:10]3[CH:15]=[C:14]([OH:16])[CH:13]=[C:12]([NH:26][C:27]4[CH:28]=[N:29][CH:30]=[CH:31][CH:32]=4)[CH:11]=3)=[CH:7][CH:8]=[CH:9][C:2]1=2. The catalyst class is: 2. (3) Reactant: [C-:1]#[N:2].[K+].[Br:4][C:5]1[CH:6]=[N:7][CH:8]=[C:9]([CH2:11]Cl)[CH:10]=1. Product: [Br:4][C:5]1[CH:10]=[C:9]([CH2:11][C:1]#[N:2])[CH:8]=[N:7][CH:6]=1. The catalyst class is: 3. (4) Reactant: [C:1]([O:5][C:6](=[O:15])[CH:7]=[C:8]1[CH2:11][CH:10]([C:12]([OH:14])=[O:13])[CH2:9]1)([CH3:4])([CH3:3])[CH3:2]. Product: [C:1]([O:5][C:6](=[O:15])[CH2:7][CH:8]1[CH2:9][CH:10]([C:12]([OH:14])=[O:13])[CH2:11]1)([CH3:4])([CH3:2])[CH3:3]. The catalyst class is: 129.